This data is from Catalyst prediction with 721,799 reactions and 888 catalyst types from USPTO. The task is: Predict which catalyst facilitates the given reaction. (1) Reactant: C([Sn](CCCC)(CCCC)[C:6]1[O:10][N:9]=[C:8]([C:11]([O:13][CH2:14][CH3:15])=[O:12])[CH:7]=1)CCC.[C:24]([O:32][CH2:33][C@:34]12[CH2:67][CH2:66][C@@H:65]([C:68]([CH3:70])=[CH2:69])[C@@H:35]1[C@@H:36]1[C@@:49]([CH3:52])([CH2:50][CH2:51]2)[C@@:48]2([CH3:53])[C@@H:39]([C@:40]3([CH3:64])[C@@H:45]([CH2:46][CH2:47]2)[C:44]([CH3:55])([CH3:54])[C:43](OS(C(F)(F)F)(=O)=O)=[CH:42][CH2:41]3)[CH2:38][CH2:37]1)(=[O:31])[C:25]1[CH:30]=[CH:29][CH:28]=[CH:27][CH:26]=1.[Cl-].[Li+]. Product: [C:24]([O:32][CH2:33][C@:34]12[CH2:67][CH2:66][C@@H:65]([C:68]([CH3:70])=[CH2:69])[C@@H:35]1[C@@H:36]1[C@@:49]([CH3:52])([CH2:50][CH2:51]2)[C@@:48]2([CH3:53])[C@@H:39]([C@:40]3([CH3:64])[C@@H:45]([CH2:46][CH2:47]2)[C:44]([CH3:54])([CH3:55])[C:43]([C:6]2[O:10][N:9]=[C:8]([C:11]([O:13][CH2:14][CH3:15])=[O:12])[CH:7]=2)=[CH:42][CH2:41]3)[CH2:38][CH2:37]1)(=[O:31])[C:25]1[CH:30]=[CH:29][CH:28]=[CH:27][CH:26]=1. The catalyst class is: 77. (2) Reactant: O=[C:2]1[C:7]([C:8]([O:10][CH3:11])=[O:9])=[CH:6][CH:5]=[CH:4][O:3]1.[CH3:12][C:13]([CH3:17])([CH3:16])[CH2:14][NH2:15].Cl.C(N=C=NCCCN(C)C)C.Cl. Product: [CH3:12][C:13]([CH3:17])([CH3:16])[CH2:14][N:15]1[CH:4]=[CH:5][CH:6]=[C:7]([C:8]([O:10][CH3:11])=[O:9])[C:2]1=[O:3]. The catalyst class is: 230. (3) Reactant: [F:1][C:2]([F:18])([F:17])[C:3]1[CH:8]=[CH:7][CH:6]=[CH:5][C:4]=1[C:9]1[CH:14]=[C:13]([CH2:15]O)[CH:12]=[CH:11][N:10]=1.C1(P(C2C=CC=CC=2)C2C=CC=CC=2)C=CC=CC=1.C(Br)(Br)(Br)[Br:39]. Product: [Br:39][CH2:15][C:13]1[CH:12]=[CH:11][N:10]=[C:9]([C:4]2[CH:5]=[CH:6][CH:7]=[CH:8][C:3]=2[C:2]([F:18])([F:17])[F:1])[CH:14]=1. The catalyst class is: 1. (4) Reactant: C1C[C@H](C(O)=O)CC[C@H]1CN.[CH3:12][CH:13]([CH3:33])[C:14]([O:16][C@@H:17]([O:19][C:20]([NH:22][CH2:23][C@H:24]1[CH2:29][CH2:28][C@H:27]([C:30]([OH:32])=[O:31])[CH2:26][CH2:25]1)=[O:21])[CH3:18])=[O:15].C(=O)(O)[O-].[Na+:38].C(#N)C. Product: [CH3:12][CH:13]([CH3:33])[C:14]([O:16][C@@H:17]([O:19][C:20]([NH:22][CH2:23][C@H:24]1[CH2:25][CH2:26][C@H:27]([C:30]([O-:32])=[O:31])[CH2:28][CH2:29]1)=[O:21])[CH3:18])=[O:15].[Na+:38]. The catalyst class is: 6. (5) Reactant: [Cl:1][S:2]([OH:5])(=O)=[O:3].[Cl:6][C:7]1[S:8][C:9]([Cl:13])=[CH:10][C:11]=1[CH3:12]. Product: [Cl:13][C:9]1[S:8][C:7]([Cl:6])=[C:11]([CH3:12])[C:10]=1[S:2]([Cl:1])(=[O:5])=[O:3]. The catalyst class is: 2. (6) Reactant: [OH:1][C:2]1[CH:9]=[CH:8][C:5]([C:6]#[N:7])=[CH:4][CH:3]=1.C(#N)C.C(=O)([O-])[O-].[K+].[K+].Br[CH2:20][CH2:21][CH2:22][CH2:23][CH2:24][Cl:25]. Product: [Cl:25][CH2:24][CH2:23][CH2:22][CH2:21][CH2:20][O:1][C:2]1[CH:9]=[CH:8][C:5]([C:6]#[N:7])=[CH:4][CH:3]=1. The catalyst class is: 413. (7) Reactant: [NH2:1][C:2]1[CH:7]=[C:6]([NH:8][CH:9]2[CH2:11][CH2:10]2)[N:5]2[N:12]=[CH:13][C:14]([CH:15]=[O:16])=[C:4]2[N:3]=1.[CH3:17][N:18](C(ON1N=NC2C=CC=NC1=2)=[N+](C)C)C.F[P-](F)(F)(F)(F)F.C([C:43]1[CH:44]=[C:45]([CH:49]=[CH:50][CH:51]=1)[C:46]([OH:48])=O)#N.CCN(C(C)C)C(C)C. The catalyst class is: 10. Product: [C:17]([C:51]1[CH:43]=[CH:44][C:45]([C:46]([NH:1][C:2]2[CH:7]=[C:6]([NH:8][CH:9]3[CH2:11][CH2:10]3)[N:5]3[N:12]=[CH:13][C:14]([CH:15]=[O:16])=[C:4]3[N:3]=2)=[O:48])=[CH:49][CH:50]=1)#[N:18]. (8) Reactant: [CH3:1][C:2]1[CH:3]=[CH:4][CH:5]=[C:6]2[C:11]=1[C:10]([CH2:12][N:13]1[C:17]3[CH:18]=[CH:19][CH:20]=[CH:21][C:16]=3[N:15]=[C:14]1[S:22][CH2:23][CH2:24][CH2:25][C:26]([O:28]CC)=[O:27])=[CH:9][CH:8]=[CH:7]2.[OH-].[Na+].C(O)(=O)CC(CC(O)=O)(C(O)=O)O. Product: [CH3:1][C:2]1[CH:3]=[CH:4][CH:5]=[C:6]2[C:11]=1[C:10]([CH2:12][N:13]1[C:17]3[CH:18]=[CH:19][CH:20]=[CH:21][C:16]=3[N:15]=[C:14]1[S:22][CH2:23][CH2:24][CH2:25][C:26]([OH:28])=[O:27])=[CH:9][CH:8]=[CH:7]2. The catalyst class is: 24.